This data is from Forward reaction prediction with 1.9M reactions from USPTO patents (1976-2016). The task is: Predict the product of the given reaction. (1) Given the reactants [O:1]=[CH:2][CH2:3][CH2:4][C:5]1[CH:15]=[CH:14][C:8]([C:9]([O:11][CH2:12][CH3:13])=[O:10])=[CH:7][CH:6]=1.IC1C=C2C(=CC=1)NC(=O)C2(OC)OC.O, predict the reaction product. The product is: [OH:1][CH2:2][CH2:3][CH2:4][C:5]1[CH:15]=[CH:14][C:8]([C:9]([O:11][CH2:12][CH3:13])=[O:10])=[CH:7][CH:6]=1. (2) The product is: [F:26][C:2]([F:1])([F:25])[C:3]1[CH:4]=[C:5]([N:9]2[CH2:13][C@@H:12]3[C@@H:14]([NH2:17])[CH2:15][CH2:16][C@@H:11]3[CH2:10]2)[CH:6]=[CH:7][CH:8]=1. Given the reactants [F:1][C:2]([F:26])([F:25])[C:3]1[CH:4]=[C:5]([N:9]2[CH2:13][C@@H:12]3[C@@H:14]([NH:17]C(=O)OC(C)(C)C)[CH2:15][CH2:16][C@@H:11]3[CH2:10]2)[CH:6]=[CH:7][CH:8]=1.Cl.O1CCOCC1, predict the reaction product.